This data is from Forward reaction prediction with 1.9M reactions from USPTO patents (1976-2016). The task is: Predict the product of the given reaction. Given the reactants [N:1]([CH2:4][C@@H:5]([NH:12]C(=O)OC(C)(C)C)[C:6]1[CH:11]=[CH:10][CH:9]=[CH:8][CH:7]=1)=[N+:2]=[N-:3].O1CCOCC1, predict the reaction product. The product is: [N:1]([CH2:4][C@@H:5]([NH2:12])[C:6]1[CH:7]=[CH:8][CH:9]=[CH:10][CH:11]=1)=[N+:2]=[N-:3].